From a dataset of Catalyst prediction with 721,799 reactions and 888 catalyst types from USPTO. Predict which catalyst facilitates the given reaction. (1) Reactant: [NH2:1][CH:2]([CH2:24][C:25]1[CH:30]=[CH:29][C:28]([O:31][C:32]([CH3:35])([CH3:34])[CH3:33])=[CH:27][CH:26]=1)[C:3]([N:5]([CH2:16][CH:17]([O:21][CH2:22][CH3:23])[O:18][CH2:19][CH3:20])[CH2:6][C:7]1[CH:8]=[CH:9][CH:10]=[C:11]2[C:15]=1[NH:14][N:13]=[CH:12]2)=[O:4].[CH2:36]([NH:43][C:44](=[O:52])[NH:45][C@H:46]([CH3:51])[CH2:47][C:48](O)=[O:49])[C:37]1[CH:42]=[CH:41][CH:40]=[CH:39][CH:38]=1.CCN=C=NCCCN(C)C.Cl.C1C=CC2N(O)N=NC=2C=1.CCN(C(C)C)C(C)C. Product: [CH2:36]([NH:43][C:44](=[O:52])[NH:45][CH:46]([CH3:51])[CH2:47][C:48]([NH:1][CH:2]([C:3](=[O:4])[N:5]([CH2:16][CH:17]([O:21][CH2:22][CH3:23])[O:18][CH2:19][CH3:20])[CH2:6][C:7]1[CH:8]=[CH:9][CH:10]=[C:11]2[C:15]=1[NH:14][N:13]=[CH:12]2)[CH2:24][C:25]1[CH:30]=[CH:29][C:28]([O:31][C:32]([CH3:33])([CH3:35])[CH3:34])=[CH:27][CH:26]=1)=[O:49])[C:37]1[CH:42]=[CH:41][CH:40]=[CH:39][CH:38]=1. The catalyst class is: 91. (2) Reactant: [CH3:1][CH:2]1[CH2:11][C:10]2[C:5](=[CH:6][CH:7]=[CH:8][CH:9]=2)[NH:4][CH2:3]1.[N+:12]([O-])([OH:14])=[O:13]. Product: [N+:12]([C:7]1[CH:6]=[C:5]2[C:10]([CH2:11][CH:2]([CH3:1])[CH2:3][NH:4]2)=[CH:9][CH:8]=1)([O-:14])=[O:13]. The catalyst class is: 65. (3) The catalyst class is: 2. Product: [Cl:40][C:35]1[CH:36]=[CH:37][CH:38]=[CH:39][C:34]=1[CH2:33][C@@H:3]([NH:2][C:65]([C:61]1[C:57]2[N:58]=[CH:59][N:60]=[C:55]([C:47]3[C:48]4[O:52][CH2:51][O:50][C:49]=4[CH:53]=[CH:54][C:46]=3[O:45][CH2:44][CH:41]3[CH2:43][CH2:42]3)[C:56]=2[NH:63][C:62]=1[CH3:64])=[O:66])[C:4]([N:6]1[CH2:7][CH2:8][CH:9]([N:12]2[N:21]=[C:20]([C:22]3[CH:27]=[CH:26][C:25]([O:28][CH3:29])=[C:24]([O:30][CH3:31])[CH:23]=3)[C@@H:19]3[C@@H:14]([CH2:15][CH2:16][CH2:17][CH2:18]3)[C:13]2=[O:32])[CH2:10][CH2:11]1)=[O:5]. Reactant: Cl.[NH2:2][C@H:3]([CH2:33][C:34]1[CH:39]=[CH:38][CH:37]=[CH:36][C:35]=1[Cl:40])[C:4]([N:6]1[CH2:11][CH2:10][CH:9]([N:12]2[N:21]=[C:20]([C:22]3[CH:27]=[CH:26][C:25]([O:28][CH3:29])=[C:24]([O:30][CH3:31])[CH:23]=3)[C@@H:19]3[C@@H:14]([CH2:15][CH2:16][CH2:17][CH2:18]3)[C:13]2=[O:32])[CH2:8][CH2:7]1)=[O:5].[CH:41]1([CH2:44][O:45][C:46]2[CH:54]=[CH:53][C:49]3[O:50][CH2:51][O:52][C:48]=3[C:47]=2[C:55]2[C:56]3[NH:63][C:62]([CH3:64])=[C:61]([C:65](O)=[O:66])[C:57]=3[N:58]=[CH:59][N:60]=2)[CH2:43][CH2:42]1.CCOC(C(C#N)=NOC(N1CCOCC1)=[N+](C)C)=O.F[P-](F)(F)(F)(F)F.CCN(C(C)C)C(C)C.C(=O)(O)[O-].[Na+]. (4) Reactant: [H-].[Na+].[F:3][C:4]([F:15])([F:14])[S:5][C:6]1[CH:13]=[CH:12][C:9]([CH2:10][OH:11])=[CH:8][CH:7]=1.[F:16][C:17]([F:28])([F:27])[S:18][C:19]1[CH:26]=[CH:25][C:22]([CH2:23]Br)=[CH:21][CH:20]=1. Product: [F:15][C:4]([F:14])([F:3])[S:5][C:6]1[CH:13]=[CH:12][C:9]([CH2:10][O:11][CH2:23][C:22]2[CH:25]=[CH:26][C:19]([S:18][C:17]([F:28])([F:16])[F:27])=[CH:20][CH:21]=2)=[CH:8][CH:7]=1. The catalyst class is: 1. (5) Reactant: [CH3:1][C:2]([Si:5](Cl)([CH3:7])[CH3:6])([CH3:4])[CH3:3].CCN(C(C)C)C(C)C.[OH:18][C:19]1[CH:27]=[C:26]2[C:22]([CH:23]=[C:24]([C:28]([O:30][CH3:31])=[O:29])[NH:25]2)=[CH:21][CH:20]=1. Product: [CH3:1][C:2]([Si:5]([CH3:7])([CH3:6])[O:18][C:19]1[CH:27]=[C:26]2[C:22]([CH:23]=[C:24]([C:28]([O:30][CH3:31])=[O:29])[NH:25]2)=[CH:21][CH:20]=1)([CH3:4])[CH3:3]. The catalyst class is: 168. (6) Reactant: C([O:4][C@@H:5]1[C@@H:18]([CH2:19][O:20][CH2:21][C:22]2[CH:27]=[CH:26][CH:25]=[CH:24][CH:23]=2)[O:17][C@@H:8]([O:9][CH2:10][C:11]2[CH:16]=[CH:15][CH:14]=[CH:13][CH:12]=2)[C@H:7]([N:28]2[C:32](=[O:33])[C:31]3=[CH:34][CH:35]=[CH:36][CH:37]=[C:30]3[C:29]2=[O:38])[C@H:6]1[O:39][CH2:40][C:41]1[CH:46]=[CH:45][CH:44]=[CH:43][CH:42]=1)(=O)C.C[O-].[Na+]. Product: [CH2:40]([O:39][C@H:6]1[C@H:5]([OH:4])[C@@H:18]([CH2:19][O:20][CH2:21][C:22]2[CH:23]=[CH:24][CH:25]=[CH:26][CH:27]=2)[O:17][C@@H:8]([O:9][CH2:10][C:11]2[CH:12]=[CH:13][CH:14]=[CH:15][CH:16]=2)[C@@H:7]1[N:28]1[C:32](=[O:33])[C:31]2=[CH:34][CH:35]=[CH:36][CH:37]=[C:30]2[C:29]1=[O:38])[C:41]1[CH:46]=[CH:45][CH:44]=[CH:43][CH:42]=1. The catalyst class is: 100.